This data is from Reaction yield outcomes from USPTO patents with 853,638 reactions. The task is: Predict the reaction yield, written as a fraction of the theoretical maximum amount of product (1.0 means a 100% yield; for example, 0.34 means a 34% yield). (1) The reactants are [O:1]1[CH2:3][CH:2]1[CH2:4][N:5]1[CH:9]=[C:8]([C:10]2[CH:15]=[N:14][CH:13]=[CH:12][N:11]=2)[C:7]([C:16]2[CH:21]=[CH:20][C:19]([C:22]([F:25])([F:24])[F:23])=[CH:18][CH:17]=2)=[N:6]1.[NH:26]1[CH2:31][CH2:30][CH:29]([N:32]2[C:37]3[CH:38]=[CH:39][CH:40]=[CH:41][C:36]=3[O:35][CH2:34][C:33]2=[O:42])[CH2:28][CH2:27]1.C(N(CC)CC)C. The catalyst is CCO. The product is [OH:1][CH:2]([CH2:4][N:5]1[CH:9]=[C:8]([C:10]2[CH:15]=[N:14][CH:13]=[CH:12][N:11]=2)[C:7]([C:16]2[CH:21]=[CH:20][C:19]([C:22]([F:24])([F:25])[F:23])=[CH:18][CH:17]=2)=[N:6]1)[CH2:3][N:26]1[CH2:27][CH2:28][CH:29]([N:32]2[C:37]3[CH:38]=[CH:39][CH:40]=[CH:41][C:36]=3[O:35][CH2:34][C:33]2=[O:42])[CH2:30][CH2:31]1. The yield is 0.210. (2) The reactants are [CH2:1]([C:3]1[C:4]([O:16]C)=[N:5][C:6]([CH3:15])=[C:7]([C:9]2[O:10][C:11]([CH3:14])=[N:12][N:13]=2)[CH:8]=1)[CH3:2].[I-].[Na+].Cl[Si](C)(C)C. The catalyst is C(#N)C. The product is [CH2:1]([C:3]1[C:4](=[O:16])[NH:5][C:6]([CH3:15])=[C:7]([C:9]2[O:10][C:11]([CH3:14])=[N:12][N:13]=2)[CH:8]=1)[CH3:2]. The yield is 0.430. (3) The reactants are Cl[S:2]([C:5]1[CH:13]=[CH:12][C:8]([C:9]([OH:11])=[O:10])=[CH:7][CH:6]=1)(=[O:4])=[O:3].[CH:14]1([NH2:17])[CH2:16][CH2:15]1. The catalyst is ClCCl. The product is [CH:14]1([NH:17][S:2]([C:5]2[CH:13]=[CH:12][C:8]([C:9]([OH:11])=[O:10])=[CH:7][CH:6]=2)(=[O:4])=[O:3])[CH2:16][CH2:15]1. The yield is 0.920.